Dataset: Forward reaction prediction with 1.9M reactions from USPTO patents (1976-2016). Task: Predict the product of the given reaction. Given the reactants [CH:1]1([C:7](Cl)=[O:8])[CH2:6][CH2:5][CH2:4][CH2:3][CH2:2]1.[NH2:10][C:11]1[C:20]2[N:21]=[C:22]([CH2:27][CH2:28][CH2:29][CH3:30])[N:23]([CH2:24][CH2:25][NH2:26])[C:19]=2[C:18]2[N:17]=[CH:16][CH:15]=[CH:14][C:13]=2[N:12]=1, predict the reaction product. The product is: [NH2:10][C:11]1[C:20]2[N:21]=[C:22]([CH2:27][CH2:28][CH2:29][CH3:30])[N:23]([CH2:24][CH2:25][NH:26][C:7]([CH:1]3[CH2:6][CH2:5][CH2:4][CH2:3][CH2:2]3)=[O:8])[C:19]=2[C:18]2[N:17]=[CH:16][CH:15]=[CH:14][C:13]=2[N:12]=1.